Dataset: Peptide-MHC class I binding affinity with 185,985 pairs from IEDB/IMGT. Task: Regression. Given a peptide amino acid sequence and an MHC pseudo amino acid sequence, predict their binding affinity value. This is MHC class I binding data. (1) The peptide sequence is FTGWRDPGL. The MHC is HLA-B15:01 with pseudo-sequence HLA-B15:01. The binding affinity (normalized) is 0.0847. (2) The peptide sequence is YELLRYNEY. The MHC is HLA-B58:01 with pseudo-sequence HLA-B58:01. The binding affinity (normalized) is 0.0847.